From a dataset of Forward reaction prediction with 1.9M reactions from USPTO patents (1976-2016). Predict the product of the given reaction. (1) Given the reactants [F:1][C:2]1[C:7]([CH3:8])=[C:6]([N+:9]([O-])=O)[CH:5]=[CH:4][C:3]=1[O:12][CH3:13], predict the reaction product. The product is: [F:1][C:2]1[C:7]([CH3:8])=[C:6]([NH2:9])[CH:5]=[CH:4][C:3]=1[O:12][CH3:13]. (2) Given the reactants C[O:2][C:3](=[O:19])[C:4]1[CH:9]=[CH:8][CH:7]=[CH:6][C:5]=1[NH:10][CH2:11][C:12]1[CH:17]=[CH:16][C:15](=[O:18])[NH:14][CH:13]=1.[OH-].[Na+], predict the reaction product. The product is: [O:18]=[C:15]1[NH:14][CH:13]=[C:12]([CH2:11][NH:10][C:5]2[CH:6]=[CH:7][CH:8]=[CH:9][C:4]=2[C:3]([OH:19])=[O:2])[CH:17]=[CH:16]1. (3) Given the reactants Cl.[NH2:2][C@:3]([CH3:24])([CH2:6][CH2:7][C:8]1[O:9][C:10]([C:13]#[C:14][CH2:15][CH2:16][O:17][CH:18]2[CH2:23][CH2:22][CH2:21][CH2:20][CH2:19]2)=[CH:11][CH:12]=1)[CH2:4][OH:5].O.C(=O)([O-])O.[K+].[CH2:31]([O:34][C:35](Cl)=[O:36])[CH:32]=[CH2:33], predict the reaction product. The product is: [CH2:31]([O:34][C:35]([NH:2][C@:3]([CH3:24])([CH2:6][CH2:7][C:8]1[O:9][C:10]([C:13]#[C:14][CH2:15][CH2:16][O:17][CH:18]2[CH2:19][CH2:20][CH2:21][CH2:22][CH2:23]2)=[CH:11][CH:12]=1)[CH2:4][OH:5])=[O:36])[CH:32]=[CH2:33]. (4) Given the reactants [CH:1](=O)[C:2]1[CH:7]=[CH:6][CH:5]=[CH:4][CH:3]=1.[S:9]1[CH:13]=[CH:12][N:11]=[C:10]1[NH2:14].C(O)(=O)C, predict the reaction product. The product is: [CH2:1]([NH:14][C:10]1[S:9][CH:13]=[CH:12][N:11]=1)[C:2]1[CH:7]=[CH:6][CH:5]=[CH:4][CH:3]=1. (5) Given the reactants [Cl:1][C:2]1[CH:3]=[CH:4][C:5]([NH:12][C:13](=[O:34])[CH:14]=P(C2C=CC=CC=2)(C2C=CC=CC=2)C2C=CC=CC=2)=[C:6]([CH:11]=1)[C:7]([O:9][CH3:10])=O, predict the reaction product. The product is: [Cl:1][C:2]1[CH:11]=[C:6]2[C:5](=[CH:4][CH:3]=1)[NH:12][C:13](=[O:34])[CH:14]=[C:7]2[O:9][CH3:10].